Dataset: Full USPTO retrosynthesis dataset with 1.9M reactions from patents (1976-2016). Task: Predict the reactants needed to synthesize the given product. (1) The reactants are: [Br:1][C:2]1[C:11]2[C:6](=[C:7]([CH3:14])[C:8]([Br:13])=[CH:9][C:10]=2[CH3:12])[C:5]([CH3:15])=[C:4]([Br:16])[N:3]=1.C1N2CN3CN(C2)CN1C3.FC(F)(F)[C:29](O)=[O:30]. Given the product [Br:1][C:2]1[C:11]2[C:6](=[C:7]([CH3:14])[C:8]([Br:13])=[C:9]([CH:29]=[O:30])[C:10]=2[CH3:12])[C:5]([CH3:15])=[C:4]([Br:16])[N:3]=1, predict the reactants needed to synthesize it. (2) Given the product [CH2:1]([C@H:8]([NH:21][C:22](=[O:28])[O:23][C:24]([CH3:25])([CH3:27])[CH3:26])[CH2:9][C@H:10]([OH:20])[C@@H:11]([NH:19][C:34](=[O:35])[CH2:33][O:32][C:31]1[C:30]([CH3:29])=[CH:40][CH:39]=[CH:38][C:37]=1[CH3:41])[CH2:12][C:13]1[CH:14]=[CH:15][CH:16]=[CH:17][CH:18]=1)[C:2]1[CH:7]=[CH:6][CH:5]=[CH:4][CH:3]=1, predict the reactants needed to synthesize it. The reactants are: [CH2:1]([C@H:8]([NH:21][C:22](=[O:28])[O:23][C:24]([CH3:27])([CH3:26])[CH3:25])[CH2:9][C@H:10]([OH:20])[C@@H:11]([NH2:19])[CH2:12][C:13]1[CH:18]=[CH:17][CH:16]=[CH:15][CH:14]=1)[C:2]1[CH:7]=[CH:6][CH:5]=[CH:4][CH:3]=1.[CH3:29][C:30]1[CH:40]=[CH:39][CH:38]=[C:37]([CH3:41])[C:31]=1[O:32][CH2:33][C:34](O)=[O:35].ON1C2C=CC=CC=2N=N1.CN1CCOCC1. (3) Given the product [F:34][C:28]1[CH:29]=[CH:30][C:31]([F:33])=[CH:32][C:27]=1[C:16]1[N:15]=[C:14]([C@H:9]([N:8]([CH2:35][C@H:36]2[C@@H:40]([F:41])[CH2:39][NH:38][CH2:37]2)[C:6](=[O:7])[C@@H:5]([OH:4])[CH3:52])[C:10]([CH3:11])([CH3:12])[CH3:13])[N:18]([CH2:19][C:20]2[CH:25]=[CH:24][CH:23]=[C:22]([F:26])[CH:21]=2)[N:17]=1, predict the reactants needed to synthesize it. The reactants are: C([O:4][C@@H:5]([CH3:52])[C:6]([N:8]([CH2:35][C@H:36]1[C@@H:40]([F:41])[CH2:39][N:38](C(OCC2C=CC=CC=2)=O)[CH2:37]1)[C@@H:9]([C:14]1[N:18]([CH2:19][C:20]2[CH:25]=[CH:24][CH:23]=[C:22]([F:26])[CH:21]=2)[N:17]=[C:16]([C:27]2[CH:32]=[C:31]([F:33])[CH:30]=[CH:29][C:28]=2[F:34])[N:15]=1)[C:10]([CH3:13])([CH3:12])[CH3:11])=[O:7])(=O)C.C(=O)([O-])[O-].[K+].[K+]. (4) Given the product [CH3:15][O:14][C:5]1[C:6]([C:10]([F:11])([F:12])[F:13])=[CH:7][CH:8]=[CH:9][C:4]=1[NH2:1], predict the reactants needed to synthesize it. The reactants are: [N+:1]([C:4]1[CH:9]=[CH:8][CH:7]=[C:6]([C:10]([F:13])([F:12])[F:11])[C:5]=1[O:14][CH3:15])([O-])=O.NC1C2N=C(C)OC=2C(C#N)=CC=1. (5) Given the product [F:32][C:27]1[CH:26]=[C:25]([NH:24][C:22]([C:21]2[CH:33]=[C:17]([N:1]3[C@@H:2]4[C@@H:3]([CH2:6][N:7]([C:9]([O:11][C:12]([CH3:15])([CH3:14])[CH3:13])=[O:10])[CH2:8]4)[CH2:4][CH2:5]3)[CH:18]=[N:19][CH:20]=2)=[O:23])[CH:30]=[C:29]([F:31])[CH:28]=1, predict the reactants needed to synthesize it. The reactants are: [NH:1]1[CH2:5][CH2:4][C@@H:3]2[CH2:6][N:7]([C:9]([O:11][C:12]([CH3:15])([CH3:14])[CH3:13])=[O:10])[CH2:8][C@H:2]12.Br[C:17]1[CH:18]=[N:19][CH:20]=[C:21]([CH:33]=1)[C:22]([NH:24][C:25]1[CH:30]=[C:29]([F:31])[CH:28]=[C:27]([F:32])[CH:26]=1)=[O:23].C1(P(C2C=CC=CC=2)C2C3OC4C(=CC=CC=4P(C4C=CC=CC=4)C4C=CC=CC=4)C(C)(C)C=3C=CC=2)C=CC=CC=1.C(=O)([O-])[O-].[Cs+].[Cs+]. (6) Given the product [O:30]=[C:25]1[CH2:26][CH2:27][C:28](=[O:29])[N:24]1[O:10][C:9](=[O:11])[CH:8]([CH2:1][C:2]1[CH:3]=[CH:4][CH:5]=[CH:6][CH:7]=1)[C:12]([NH:14][O:15][CH2:16][C:17]1[CH:22]=[CH:21][CH:20]=[CH:19][CH:18]=1)=[O:13], predict the reactants needed to synthesize it. The reactants are: [CH2:1]([CH:8]([C:12]([NH:14][O:15][CH2:16][C:17]1[CH:22]=[CH:21][CH:20]=[CH:19][CH:18]=1)=[O:13])[C:9]([OH:11])=[O:10])[C:2]1[CH:7]=[CH:6][CH:5]=[CH:4][CH:3]=1.O[N:24]1[C:28](=[O:29])[CH2:27][CH2:26][C:25]1=[O:30].C(Cl)CCl.